Dataset: Catalyst prediction with 721,799 reactions and 888 catalyst types from USPTO. Task: Predict which catalyst facilitates the given reaction. (1) Reactant: Cl.[CH3:2][NH2:3].[OH-].[Na+].[CH2:6]1[CH2:17][O:16][C:15]2[CH:14]=[CH:13][C:10]([CH:11]=O)=[CH:9][C:8]=2[O:7]1.[BH4-].[Na+]. Product: [CH3:2][NH:3][CH2:11][C:10]1[CH:13]=[CH:14][C:15]2[O:16][CH2:17][CH2:6][O:7][C:8]=2[CH:9]=1. The catalyst class is: 5. (2) Reactant: [CH3:1][C:2]1[C:7]([C:8]2[CH:13]=[CH:12][C:11]([N+:14]([O-])=O)=[CH:10][CH:9]=2)=[CH:6][C:5]([NH:17][C:18](=[O:29])[C:19]2[CH:24]=[CH:23][CH:22]=[C:21]([C:25]([F:28])([F:27])[F:26])[CH:20]=2)=[CH:4][CH:3]=1.O1CCOCC1.[OH-].[NH4+].S(S([O-])=O)([O-])=O.[Na+].[Na+]. Product: [NH2:14][C:11]1[CH:10]=[CH:9][C:8]([C:7]2[C:2]([CH3:1])=[CH:3][CH:4]=[C:5]([NH:17][C:18](=[O:29])[C:19]3[CH:24]=[CH:23][CH:22]=[C:21]([C:25]([F:26])([F:27])[F:28])[CH:20]=3)[CH:6]=2)=[CH:13][CH:12]=1. The catalyst class is: 6. (3) Reactant: [Cl:1][C:2]1[CH:7]=[C:6](I)[CH:5]=[CH:4][C:3]=1[NH:9][C:10](=[O:18])[C@:11]([OH:17])([CH3:16])[C:12]([F:15])([F:14])[F:13].[NH2:19][C:20]1[CH:25]=[CH:24][CH:23]=[CH:22][CH:21]=1.C(N(CCCC)CCCC)CCC.[C:39](OCC)(=[O:41])C. Product: [Cl:1][C:2]1[CH:7]=[C:6]([C:39](=[O:41])[NH:19][C:20]2[CH:25]=[CH:24][CH:23]=[CH:22][CH:21]=2)[CH:5]=[CH:4][C:3]=1[NH:9][C:10](=[O:18])[C@:11]([OH:17])([CH3:16])[C:12]([F:15])([F:14])[F:13]. The catalyst class is: 235. (4) Reactant: S(Cl)([Cl:3])=O.[N:5]1[CH:10]=[CH:9][C:8]([N:11]2[CH2:16][CH2:15][CH:14]([C:17]([OH:19])=O)[CH2:13][CH2:12]2)=[CH:7][CH:6]=1. Product: [N:5]1[CH:10]=[CH:9][C:8]([N:11]2[CH2:16][CH2:15][CH:14]([C:17]([Cl:3])=[O:19])[CH2:13][CH2:12]2)=[CH:7][CH:6]=1. The catalyst class is: 2.